Dataset: Forward reaction prediction with 1.9M reactions from USPTO patents (1976-2016). Task: Predict the product of the given reaction. (1) Given the reactants Br[CH2:2][C:3]1[C:12]2[C:7](=[C:8]([F:14])[C:9]([F:13])=[CH:10][CH:11]=2)[NH:6][C:5](=[O:15])[CH:4]=1.[CH2:16]([C:20]1[NH:24][C:23]2[CH:25]=[CH:26][CH:27]=[C:28]([CH3:29])[C:22]=2[N:21]=1)[CH:17]([CH3:19])[CH3:18], predict the reaction product. The product is: [F:13][C:9]1[C:8]([F:14])=[C:7]2[C:12]([C:3]([CH2:2][N:24]3[C:23]4[CH:25]=[CH:26][CH:27]=[C:28]([CH3:29])[C:22]=4[N:21]=[C:20]3[CH2:16][CH:17]([CH3:19])[CH3:18])=[CH:4][C:5](=[O:15])[NH:6]2)=[CH:11][CH:10]=1. (2) Given the reactants [OH:1][C:2]1[N:6]([C:7]2[CH:12]=[C:11]([C:13]#[N:14])[CH:10]=[CH:9][N:8]=2)[N:5]=[CH:4][CH:3]=1.[Cl:15][C:16]1[CH:17]=[C:18]2[C:23](=[CH:24][CH:25]=1)[CH:22](O)[CH2:21][CH2:20][CH2:19]2, predict the reaction product. The product is: [Cl:15][C:16]1[CH:17]=[C:18]2[C:23](=[CH:24][CH:25]=1)[CH:22]([O:1][C:2]1[N:6]([C:7]3[CH:12]=[C:11]([C:13]#[N:14])[CH:10]=[CH:9][N:8]=3)[N:5]=[CH:4][CH:3]=1)[CH2:21][CH2:20][CH2:19]2. (3) Given the reactants [OH-].[Na+].[Cl:3][C:4]1[CH:5]=[C:6]([C:14]2[O:18][N:17]=[C:16]([C:19]3[C:20]([CH3:36])=[C:21]4[C:25](=[CH:26][CH:27]=3)[N:24]([CH2:28][CH2:29][CH2:30][C:31]([O:33]CC)=[O:32])[N:23]=[CH:22]4)[N:15]=2)[CH:7]=[N:8][C:9]=1[O:10][CH:11]([CH3:13])[CH3:12].Cl, predict the reaction product. The product is: [Cl:3][C:4]1[CH:5]=[C:6]([C:14]2[O:18][N:17]=[C:16]([C:19]3[C:20]([CH3:36])=[C:21]4[C:25](=[CH:26][CH:27]=3)[N:24]([CH2:28][CH2:29][CH2:30][C:31]([OH:33])=[O:32])[N:23]=[CH:22]4)[N:15]=2)[CH:7]=[N:8][C:9]=1[O:10][CH:11]([CH3:12])[CH3:13]. (4) Given the reactants [C:1]([O:6][CH:7]([CH2:14][CH3:15])[C:8]([C:11]([OH:13])=[O:12])([F:10])[F:9])(=[O:5])[C:2]([CH3:4])=[CH2:3].C1[CH2:20][O:19][CH2:18]C1.COCCl, predict the reaction product. The product is: [C:1]([O:6][CH:7]([CH2:14][CH3:15])[C:8]([C:11]([O:13][CH2:18][O:19][CH3:20])=[O:12])([F:10])[F:9])(=[O:5])[C:2]([CH3:4])=[CH2:3]. (5) Given the reactants C([O:3][C:4](=O)[CH:5]([C:13]1[N:14]([CH3:29])[C:15]2[C:20]([C:21]=1[S:22][C:23]([CH3:26])([CH3:25])[CH3:24])=[CH:19][C:18]([O:27][CH3:28])=[CH:17][CH:16]=2)[CH2:6][C:7]1[CH:12]=[CH:11][CH:10]=[CH:9][CH:8]=1)C.[H-].C([Al+]CC(C)C)C(C)C, predict the reaction product. The product is: [C:23]([S:22][C:21]1[C:20]2[C:15](=[CH:16][CH:17]=[C:18]([O:27][CH3:28])[CH:19]=2)[N:14]([CH3:29])[C:13]=1[CH:5]([CH2:6][C:7]1[CH:8]=[CH:9][CH:10]=[CH:11][CH:12]=1)[CH2:4][OH:3])([CH3:26])([CH3:24])[CH3:25].